Dataset: Full USPTO retrosynthesis dataset with 1.9M reactions from patents (1976-2016). Task: Predict the reactants needed to synthesize the given product. Given the product [Br:26][C:3]1[C:22]2[C:17](=[C:18]([F:23])[CH:19]=[CH:20][CH:21]=2)[CH:16]=[N:5][CH:4]=1, predict the reactants needed to synthesize it. The reactants are: CO[CH:3](OC)[CH2:4][N:5]([CH2:16][C:17]1[CH:22]=[CH:21][CH:20]=[CH:19][C:18]=1[F:23])S(C1C=CC(C)=CC=1)(=O)=O.[Br:26]N1C(=O)CCC1=O.CC(N=NC(C#N)(C)C)(C#N)C.